This data is from Experimentally validated miRNA-target interactions with 360,000+ pairs, plus equal number of negative samples. The task is: Binary Classification. Given a miRNA mature sequence and a target amino acid sequence, predict their likelihood of interaction. (1) The miRNA is mmu-miR-223-3p with sequence UGUCAGUUUGUCAAAUACCCCA. Result: 1 (interaction). The protein sequence of the target gene is MGCIQSITCKARIRRENIVVYDVCATIDQCPTRIEETSPIVLRYKTPYFKASARVVMPPIPRHETWVVGWIQACNQMEFFNTYSDLGMSSWELPDLREGRVKAISDSDGVSYPWYGNTTETVTLVGPTNKISRFSVSMNDNFYPSVTWAVPVSDSNVPLLTRIKRDQSFTTWLVAMNTTTKEKIILQTIKWRMRVDIEVDPLQLLGQRARLVGRTQQEQPRILSRMEPIPPNALVKPNANDAQVLMWRPKRGPPLVVIPPK. (2) The miRNA is mmu-miR-410-5p with sequence AGGUUGUCUGUGAUGAGUUCG. The protein sequence of the target gene is MGKIESNERVILNVGGTRHETYRSTLKTLPGTRLALLASSEPQGDCLTAAGDKLQPLPPPLSPPPRPPPLSPVPSGCFEGGAGNCSSHGGNGGNGGSDHPGGGREFFFDRHPGVFAYVLNYYRTGKLHCPADVCGPLFEEELAFWGIDETDVEPCCWMTYRQHRDAEEALDIFETPDLIGGDPGDDEDLAAKRLGIEDAAGLGGPDGKSGRWRKLQPRMWALFEDPYSSRAARFIAFASLFFILVSITTFCLETHEAFNIVKNKTEPVINGTSPVLQYEIETDPALTYVEGVCVVWFTFE.... Result: 0 (no interaction). (3) The miRNA is hsa-miR-656-3p with sequence AAUAUUAUACAGUCAACCUCU. The protein sequence of the target gene is MAAAPQAPGRGSLRKTRPLVVKTSLNNPYIIRWSALESEDMHFILQTLEDRLKAIGLQKIEDKKKKNKTPFLKKESREKCSIAVDISENLKEKKTDAKQQVSGWTPAHVRKQLAIGVNEVTRALERRELLLVLVCKSVKPAMITSHLIQLSLSRSVPACQVPRLSERIAPVIGLKCVLALAFKKNTTDFVDEVRAIIPRVPSLSVPWLQDRIEDSGENLETEPLESQDRELLDTSFEDLSKPKRKLADGRQASVTLQPLKIKKLIPNPNKIRKPPKSKKATPK. Result: 0 (no interaction). (4) The miRNA is hsa-miR-1537-3p with sequence AAAACCGUCUAGUUACAGUUGU. The protein sequence of the target gene is MPVQLTTALRVVGTSLFALVVLGGILAAYVTGYQFIHTEKHYLSFGLYGAILGLHLLIQSLFAFLEHRRMRRAGRPLKLHCSQRPRSVALCIAAYQEDPEYLRKCLRSAQRIAFPNLKVVMVVDGNRQEDTYMLDIFHEVLGGTEQAGFFVWRSNFHEAGEGETEASLQEGMERVRAVVWASTFSCIMQKWGGKREVMYTAFKALGNSVDYIQVCDSDTVLDPACTIEMLRVLEEDPQVGGVGGDVQILNKYDSWISFLSSVRYWMAFNVERACQSYFGCVQCISGPLGMYRNSLLQQFL.... Result: 0 (no interaction). (5) The miRNA is bta-miR-21-5p with sequence UAGCUUAUCAGACUGAUGUUGACU. The protein sequence of the target gene is MMVESASETIRSAPSGQNGVGSLSAQADGGGGAGTAGTAPAAGRDASGREAASGGADSNGEMSPAELLHFQQQQALQVARQFLLQQASSLNSPGNNDSKQSASAVQVPVSVAMMSQQMLTPQQMQQILSPPQLQALLQQQQALMLQQLQEYYKKQQEQLHLQLLTQQQAGKQQPKEALGNKQLAFQQQLLQMQQLQQQHLLNLQRQGLVSLQPSQASGPLQALPQAVCPTDLPQLWKGEGAPGQPAEDSGRQEGLDLASTAVTATSFASPPKVSPPLSHHPLPNGQPTVLTSRRDSSSHE.... Result: 0 (no interaction). (6) The miRNA is hsa-miR-598-3p with sequence UACGUCAUCGUUGUCAUCGUCA. The protein sequence of the target gene is MGQGPRSPHKVGRRFPAGGKRGRGAKGSGRPLPGRKRQPWPPPDGRSEPAPDSHPHLSPEALGYFRRALSALKEAPETGEERDLMVHNIMKEVETQALALSTNRTGSEMLQELLGFSPLKPLCRVWAALRSNLRTVACHRCGVHVLQSALLQLPRLLGSAAEEEEEEEEDGKDGPTETLEELVLGLAAEVCDDFLVYCGDTHGSFVVRTLLQVLGGTILESERARPRGSQSSEAQKTPAQECKPADFEVPETFLNRLQDLSSSFLKDIAVFITDKISSFCLQVALQVLHRKLPQFCAHLC.... Result: 0 (no interaction). (7) The miRNA is mmu-miR-1247-5p with sequence ACCCGUCCCGUUCGUCCCCGGA. The protein sequence of the target gene is MVLDDLPNLEDIYTSLCSSTMEDSEMDFDSGLEDDDTKSDSILEDSTIFVAFKGNIDDKDFKWKLDAILKNVPNLLHMESSKLKVQKVEPWNSVRVTFNIPREAAERLRILAQSNNQQLRDLGILSVQIEGEGAINLALAQNRSQDVRMNGPMGAGNSVRMEAGFPMASGPGIIRMNNPATVMIPPGGNVSSSMMAPGPNPELQPRTPRPASQSDAMDPLLSGLHIQQQSHPSGSLAPPHHPMQPVSVNRQMNPANFPQLQQQQQQQQQQQQQQQQQQQQQQQQQLQARPPQQHQQQQPQ.... Result: 0 (no interaction). (8) The miRNA is bta-miR-17-5p with sequence CAAAGUGCUUACAGUGCAGGUAGU. Result: 0 (no interaction). The protein sequence of the target gene is MLAGAGRPGLPQGRHLCWLLCAFTLKLCQAEAPVQEEKLSASTSNLPCWLVEEFVVAEECSPCSNFRAKTTPECGPTGYVEKITCSSSKRNEFKSCRSALMEQRLFWKFEGAVVCVALIFACLVIIRQRQLDRKALEKVRKQIESI.